Dataset: Full USPTO retrosynthesis dataset with 1.9M reactions from patents (1976-2016). Task: Predict the reactants needed to synthesize the given product. (1) Given the product [OH:12][C:5]1[C:4]2[C:2](=[O:3])[C:1]([C:22](=[O:23])[CH2:21][O:20][CH3:19])=[C:27]([CH2:26][O:25][CH3:29])[O:10][C:9]=2[CH:8]=[C:7]([OH:11])[CH:6]=1, predict the reactants needed to synthesize it. The reactants are: [CH3:1][C:2]([C:4]1[C:5]([OH:12])=[CH:6][C:7]([OH:11])=[CH:8][C:9]=1[OH:10])=[O:3].C([O-])([O-])=O.[K+].[K+].[CH3:19][O:20][CH2:21][C:22](Cl)=[O:23].[O:25]1[CH2:29]C[CH2:27][CH2:26]1. (2) Given the product [CH3:15][O:5][C:4](=[O:6])[C:3]1[C:7]([Br:12])=[CH:8][C:9]([Br:11])=[CH:10][C:2]=1[NH2:1], predict the reactants needed to synthesize it. The reactants are: [NH2:1][C:2]1[CH:10]=[C:9]([Br:11])[CH:8]=[C:7]([Br:12])[C:3]=1[C:4]([OH:6])=[O:5].[N+](=[CH2:15])=[N-].C(O)(=O)C. (3) Given the product [CH3:1][N:2]([C:3]1[S:4][C:5]([CH2:14][CH2:15][C:16]([O:18][CH3:19])=[O:17])=[C:6]([C:8]2[CH:13]=[CH:12][CH:11]=[CH:10][CH:9]=2)[N:7]=1)[CH2:23][C:24]1[CH:25]=[CH:26][C:27]([O:28][CH2:29][C:30]2[N:31]=[C:32]([C:36]3[CH:41]=[CH:40][CH:39]=[CH:38][CH:37]=3)[O:33][C:34]=2[CH3:35])=[CH:42][CH:43]=1, predict the reactants needed to synthesize it. The reactants are: [CH3:1][NH:2][C:3]1[S:4][C:5]([CH2:14][CH2:15][C:16]([O:18][CH3:19])=[O:17])=[C:6]([C:8]2[CH:13]=[CH:12][CH:11]=[CH:10][CH:9]=2)[N:7]=1.[H-].[Na+].Cl[CH2:23][C:24]1[CH:43]=[CH:42][C:27]([O:28][CH2:29][C:30]2[N:31]=[C:32]([C:36]3[CH:41]=[CH:40][CH:39]=[CH:38][CH:37]=3)[O:33][C:34]=2[CH3:35])=[CH:26][CH:25]=1.Cl.